From a dataset of TCR-epitope binding with 47,182 pairs between 192 epitopes and 23,139 TCRs. Binary Classification. Given a T-cell receptor sequence (or CDR3 region) and an epitope sequence, predict whether binding occurs between them. (1) The epitope is FTISVTTEIL. The TCR CDR3 sequence is CASSQDVTTNYGYTF. Result: 1 (the TCR binds to the epitope). (2) The epitope is FQPTNGVGY. The TCR CDR3 sequence is CASSSLAEPPGQGIYYGYTF. Result: 0 (the TCR does not bind to the epitope). (3) The epitope is VTEHDTLLY. The TCR CDR3 sequence is CASSPEGAQSYEQYF. Result: 1 (the TCR binds to the epitope). (4) The epitope is SFHSLHLLF. Result: 1 (the TCR binds to the epitope). The TCR CDR3 sequence is CASSPDRQPDQHF.